This data is from Reaction yield outcomes from USPTO patents with 853,638 reactions. The task is: Predict the reaction yield, written as a fraction of the theoretical maximum amount of product (1.0 means a 100% yield; for example, 0.34 means a 34% yield). (1) The reactants are [C:1]([O:5][C:6]([N:8]([CH3:18])[CH2:9][C:10]([N:12]([CH2:14][C:15]([OH:17])=O)[CH3:13])=[O:11])=[O:7])([CH3:4])([CH3:3])[CH3:2].CN(C(F)=[N+](C)C)C.F[P-](F)(F)(F)(F)F.CCN(C(C)C)C(C)C.[N+:43]([C:46]1[CH:54]=[C:53]2[C:49]([CH:50]=[CH:51][NH:52]2)=[CH:48][CH:47]=1)([O-:45])=[O:44]. The catalyst is C1COCC1. The product is [C:1]([O:5][C:6](=[O:7])[N:8]([CH3:18])[CH2:9][C:10](=[O:11])[N:12]([CH3:13])[CH2:14][C:15]([N:52]1[C:53]2[C:49](=[CH:48][CH:47]=[C:46]([N+:43]([O-:45])=[O:44])[CH:54]=2)[CH:50]=[CH:51]1)=[O:17])([CH3:2])([CH3:3])[CH3:4]. The yield is 0.300. (2) The reactants are [C:1]1(C)C=CC=CC=1.N1CCCCC1.[C:14]12([C:24]3[CH:25]=[C:26]([C:32]4[CH:33]=[C:34]5[C:39](=[CH:40][CH:41]=4)[CH:38]=[C:37](C=O)[CH:36]=[CH:35]5)[CH:27]=[CH:28][C:29]=3[O:30][CH3:31])[CH2:23][CH:18]3[CH2:19][CH:20]([CH2:22][CH:16]([CH2:17]3)[CH2:15]1)[CH2:21]2.[S:44]1[CH2:48][C:47](=[O:49])[NH:46][C:45]1=[O:50]. The catalyst is C(O)(=O)C. The product is [C:14]12([C:24]3[CH:25]=[C:26]([C:32]4[CH:33]=[C:34]5[C:39](=[CH:40][CH:41]=4)[CH:38]=[C:37]([N:46]4[C:47](=[O:49])[C:48](=[CH2:1])[S:44][C:45]4=[O:50])[CH:36]=[CH:35]5)[CH:27]=[CH:28][C:29]=3[O:30][CH3:31])[CH2:23][CH:18]3[CH2:19][CH:20]([CH2:22][CH:16]([CH2:17]3)[CH2:15]1)[CH2:21]2. The yield is 0.710. (3) The reactants are Br[C:2]1[CH:3]=[C:4]([CH:30]=[CH:31][CH:32]=1)[C:5]([NH:7][C@H:8]([CH:27]([CH3:29])[CH3:28])[C:9]([N:11]1[CH2:16][CH2:15][C@@:14]([C:18]2[CH:23]=[CH:22][C:21]([Cl:24])=[CH:20][CH:19]=2)([OH:17])[C:13]([CH3:26])([CH3:25])[CH2:12]1)=[O:10])=[O:6].[CH3:33][O:34][C:35]([C:37]1[CH:42]=[CH:41][C:40](B(O)O)=[CH:39][CH:38]=1)=[O:36].C(=O)([O-])[O-].[Cs+].[Cs+]. The catalyst is CN(C=O)C.CCOC(C)=O.C([O-])(=O)C.[Pd+2].C([O-])(=O)C. The product is [Cl:24][C:21]1[CH:22]=[CH:23][C:18]([C@@:14]2([OH:17])[CH2:15][CH2:16][N:11]([C:9](=[O:10])[C@H:8]([NH:7][C:5]([C:4]3[CH:3]=[C:2]([C:40]4[CH:41]=[CH:42][C:37]([C:35]([O:34][CH3:33])=[O:36])=[CH:38][CH:39]=4)[CH:32]=[CH:31][CH:30]=3)=[O:6])[CH:27]([CH3:29])[CH3:28])[CH2:12][C:13]2([CH3:26])[CH3:25])=[CH:19][CH:20]=1. The yield is 0.800. (4) The reactants are [OH:1][C@@H:2]([CH2:21][CH2:22][CH2:23][CH2:24][CH3:25])/[CH:3]=[CH:4]/[C@@H:5](CC)[C@H:6]([C@:12]1(O)[CH2:16][CH2:15][CH2:14][C:13]1=O)[CH2:7][CH2:8]C(O)=O.CN(N=O)[C:28](N)=[O:29].[OH-:33].[K+].[N+](=C)=[N-].[OH2:38].[CH2:39]([O:41][CH2:42]C)[CH3:40]. The catalyst is C(OCC)C. The product is [OH:1][C@@H:2]([CH2:21][CH2:22][CH2:23][CH2:24][CH3:25])/[CH:3]=[CH:4]/[C@@H:5]1[C@@H:6]([CH2:12][CH2:16][CH2:15][CH2:14][CH2:13][CH2:40][C:39]([O:41][CH3:42])=[O:33])[C:7](=[O:38])[CH2:8][C@H:28]1[OH:29]. The yield is 0.995. (5) The reactants are [F:1][C:2]1[CH:3]=[CH:4][C:5]([N+:9]([O-:11])=[O:10])=[C:6]([OH:8])[CH:7]=1.[C:12](=O)([O-])[O-].[K+].[K+].S(OC)(OC)(=O)=O. The catalyst is CC(C)=O. The product is [F:1][C:2]1[CH:3]=[CH:4][C:5]([N+:9]([O-:11])=[O:10])=[C:6]([O:8][CH3:12])[CH:7]=1. The yield is 1.00. (6) The reactants are [CH:1]1([C:7]2[N:11]3[C:12]4[CH:18]=[CH:17][N:16](S(C5C=CC(C)=CC=5)(=O)=O)[C:13]=4[N:14]=[CH:15][C:10]3=[CH:9][N:8]=2)[CH2:6][CH2:5][CH2:4][CH2:3][CH2:2]1.[OH-].[Na+]. The catalyst is O1CCOCC1.CCOC(C)=O.[NH4+].[Cl-]. The product is [CH:1]1([C:7]2[N:11]3[C:12]4[CH:18]=[CH:17][NH:16][C:13]=4[N:14]=[CH:15][C:10]3=[CH:9][N:8]=2)[CH2:2][CH2:3][CH2:4][CH2:5][CH2:6]1. The yield is 0.900. (7) The reactants are [CH3:1][O:2][C:3]1[C:11]([CH3:12])=[C:10]2[C:6]([C:7](=[O:13])[O:8][CH2:9]2)=[C:5]([O:14][CH2:15][CH2:16][Si:17]([CH3:20])([CH3:19])[CH3:18])[C:4]=1[CH2:21][CH:22]=[C:23]([CH3:26])[CH:24]=[O:25].[Li+].[BH4-]. The yield is 0.970. The product is [OH:25][CH2:24][C:23]([CH3:26])=[CH:22][CH2:21][C:4]1[C:5]([O:14][CH2:15][CH2:16][Si:17]([CH3:18])([CH3:20])[CH3:19])=[C:6]2[C:10]([CH2:9][O:8][C:7]2=[O:13])=[C:11]([CH3:12])[C:3]=1[O:2][CH3:1]. The catalyst is CO.C1COCC1. (8) The reactants are [F:1][C:2]1[CH:7]=[CH:6][C:5]([O:8][CH3:9])=[CH:4][C:3]=1[C:10]1[C:11]([C:18]([O:20]C)=O)=[CH:12][C:13]([CH2:16][OH:17])=[CH:14][CH:15]=1.C1COCC1.[C:27]([Li])([CH3:30])([CH3:29])[CH3:28].[Cl-].[NH4+]. No catalyst specified. The product is [F:1][C:2]1[CH:7]=[CH:6][C:5]([O:8][CH3:9])=[CH:4][C:3]=1[C:10]1[CH:15]=[CH:14][C:13]([CH2:16][OH:17])=[CH:12][C:11]=1[C:18](=[O:20])[C:27]([CH3:30])([CH3:29])[CH3:28]. The yield is 0.920. (9) The reactants are [OH:1][C:2]1[CH:3]=[C:4]([CH2:9][C:10]([O:12][CH3:13])=[O:11])[CH:5]=[C:6]([OH:8])[CH:7]=1.C(=O)([O-])[O-].[K+].[K+].[CH2:20](Br)[CH:21]=[CH2:22].[CH3:24][C:25]([CH3:27])=O. No catalyst specified. The product is [CH2:20]([O:1][C:2]1[CH:3]=[C:4]([CH2:9][C:10]([O:12][CH3:13])=[O:11])[CH:5]=[C:6]([O:8][CH2:27][CH:25]=[CH2:24])[CH:7]=1)[CH:21]=[CH2:22]. The yield is 0.930.